From a dataset of Reaction yield outcomes from USPTO patents with 853,638 reactions. Predict the reaction yield, written as a fraction of the theoretical maximum amount of product (1.0 means a 100% yield; for example, 0.34 means a 34% yield). (1) The reactants are [Br:1][C:2]1[CH:7]=[CH:6][C:5]([CH3:8])=[C:4]([N+:9]([O-])=O)[CH:3]=1.[CH3:12]OC(OC)N(C)C.N1CCCC1. The catalyst is CN(C)C=O.C(OCC)C.C(O)(=O)C.[Zn]. The product is [Br:1][C:2]1[CH:3]=[C:4]2[C:5]([CH:8]=[CH:12][NH:9]2)=[CH:6][CH:7]=1. The yield is 0.360. (2) The reactants are [N+:1]([C:4]1[CH:5]=[N:6][C:7]2[C:12]([C:13]=1[NH:14][CH2:15][C:16]1([NH:22][C:23](=[O:29])[O:24][C:25]([CH3:28])([CH3:27])[CH3:26])[CH2:21][CH2:20][CH2:19][CH2:18][CH2:17]1)=[CH:11][CH:10]=[CH:9][CH:8]=2)([O-])=O. The catalyst is [Pt].C1(C)C=CC=CC=1.C(O)C. The product is [NH2:1][C:4]1[CH:5]=[N:6][C:7]2[C:12]([C:13]=1[NH:14][CH2:15][C:16]1([NH:22][C:23](=[O:29])[O:24][C:25]([CH3:27])([CH3:26])[CH3:28])[CH2:21][CH2:20][CH2:19][CH2:18][CH2:17]1)=[CH:11][CH:10]=[CH:9][CH:8]=2. The yield is 1.00. (3) The reactants are C(O[C:4](=[O:20])[C:5](=[CH:11][NH:12][C:13]1[CH2:18][CH2:17][CH2:16][C:15](=[O:19])[CH:14]=1)[C:6]([O:8][CH2:9][CH3:10])=[O:7])C.C1(OC2C=CC=CC=2)C=CC=CC=1. The catalyst is CCCCCC. The product is [CH2:9]([O:8][C:6]([C:5]1[C:4](=[O:20])[C:14]2[C:15](=[O:19])[CH2:16][CH2:17][CH2:18][C:13]=2[NH:12][CH:11]=1)=[O:7])[CH3:10]. The yield is 0.720. (4) The product is [Cl:11][C:12]1[CH:17]=[CH:16][C:15]([C:2]2[CH:7]=[CH:6][C:5]([N+:8]([O-:10])=[O:9])=[CH:4][N:3]=2)=[CH:14][CH:13]=1. The catalyst is C1C=CC([P]([Pd]([P](C2C=CC=CC=2)(C2C=CC=CC=2)C2C=CC=CC=2)([P](C2C=CC=CC=2)(C2C=CC=CC=2)C2C=CC=CC=2)[P](C2C=CC=CC=2)(C2C=CC=CC=2)C2C=CC=CC=2)(C2C=CC=CC=2)C2C=CC=CC=2)=CC=1.O. The reactants are Br[C:2]1[CH:7]=[CH:6][C:5]([N+:8]([O-:10])=[O:9])=[CH:4][N:3]=1.[Cl:11][C:12]1[CH:17]=[CH:16][C:15](B(O)O)=[CH:14][CH:13]=1.C(=O)([O-])[O-].[K+].[K+].O1CCOCC1. The yield is 0.780. (5) The reactants are O.[SH-].[Na+].[CH3:4][S:5]([C:8]1[CH2:12][C:11]([CH2:14][Cl:15])([CH3:13])[O:10][N:9]=1)(=O)=O.C(=O)([O-])[O-].[K+].[K+].C(S([O-])=O)O.[Na+].BrC[C:30]1[C:31]([O:40][CH2:41][CH3:42])=[N:32][CH:33]=[N:34][C:35]=1[C:36]([F:39])([F:38])[F:37]. The catalyst is CN(C=O)C.C(OCC)(=O)C.O. The product is [CH2:41]([O:40][C:31]1[C:30]([CH2:4][S:5][C:8]2[CH2:12][C:11]([CH2:14][Cl:15])([CH3:13])[O:10][N:9]=2)=[C:35]([C:36]([F:38])([F:39])[F:37])[N:34]=[CH:33][N:32]=1)[CH3:42]. The yield is 0.303. (6) The reactants are C([O:8][C:9]1[CH:14]=[C:13]([O:15]CC2C=CC=CC=2)[C:12]([C:23]([CH3:25])=[CH2:24])=[CH:11][C:10]=1[C:26]([N:28]1[CH2:36][C:35]2[C:30](=[CH:31][CH:32]=[C:33]([CH2:37][N:38]3[CH2:43][CH2:42][N:41]([CH3:44])[CH2:40][CH2:39]3)[CH:34]=2)[CH2:29]1)=[O:27])C1C=CC=CC=1.N#N.C([O-])([O-])=O.[K+].[K+]. The catalyst is C(O)(C)C.O. The product is [OH:8][C:9]1[CH:14]=[C:13]([OH:15])[C:12]([CH:23]([CH3:24])[CH3:25])=[CH:11][C:10]=1[C:26]([N:28]1[CH2:36][C:35]2[C:30](=[CH:31][CH:32]=[C:33]([CH2:37][N:38]3[CH2:43][CH2:42][N:41]([CH3:44])[CH2:40][CH2:39]3)[CH:34]=2)[CH2:29]1)=[O:27]. The yield is 0.940. (7) The reactants are Br[C:2]1[CH:3]=[C:4]([NH:9][S:10]([C:13]2[CH:18]=[CH:17][C:16]([F:19])=[CH:15][C:14]=2[F:20])(=[O:12])=[O:11])[C:5]([Cl:8])=[N:6][CH:7]=1.C([O-])(=O)C.[K+].[B:26]1([B:26]2[O:30][C:29]([CH3:32])([CH3:31])[C:28]([CH3:34])([CH3:33])[O:27]2)[O:30][C:29]([CH3:32])([CH3:31])[C:28]([CH3:34])([CH3:33])[O:27]1. The catalyst is O1CCOCC1. The product is [Cl:8][C:5]1[C:4]([NH:9][S:10]([C:13]2[CH:18]=[CH:17][C:16]([F:19])=[CH:15][C:14]=2[F:20])(=[O:12])=[O:11])=[CH:3][C:2]([B:26]2[O:30][C:29]([CH3:32])([CH3:31])[C:28]([CH3:34])([CH3:33])[O:27]2)=[CH:7][N:6]=1. The yield is 0.770.